This data is from Catalyst prediction with 721,799 reactions and 888 catalyst types from USPTO. The task is: Predict which catalyst facilitates the given reaction. (1) Reactant: [O:1]=[C:2]1[NH:10][C:5]2=[N:6][CH:7]=[CH:8][CH:9]=[C:4]2[N:3]1[CH:11]1[CH2:16][CH2:15][N:14]([C:17]2[N:22]=[CH:21][N:20]=[C:19]([C:23](O)=[O:24])[CH:18]=2)[CH2:13][CH2:12]1.[CH2:26]1[C:32]2[CH:33]=[CH:34][CH:35]=[CH:36][C:31]=2[CH2:30][CH2:29][NH:28][CH2:27]1.C(N(CC)CC)C.CN(C(ON1N=NC2C=CC=CC1=2)=[N+](C)C)C.[B-](F)(F)(F)F. Product: [CH2:30]1[C:31]2[CH:36]=[CH:35][CH:34]=[CH:33][C:32]=2[CH2:26][CH2:27][N:28]([C:23]([C:19]2[N:20]=[CH:21][N:22]=[C:17]([N:14]3[CH2:13][CH2:12][CH:11]([N:3]4[C:4]5[C:5](=[N:6][CH:7]=[CH:8][CH:9]=5)[NH:10][C:2]4=[O:1])[CH2:16][CH2:15]3)[CH:18]=2)=[O:24])[CH2:29]1. The catalyst class is: 3. (2) Reactant: C1(N=C=O)C=CC(N=C=O)=CC=1.[C:13]([C:15]1[CH:20]=[CH:19][CH:18]=[CH:17][C:16]=1[O:21][CH3:22])#[CH:14].[CH2:23]([O:25][C:26](=[O:35])[CH2:27][CH2:28][CH2:29][CH2:30][CH2:31][N+:32]([O-])=[O:33])[CH3:24].C(N(CC)CC)C. Product: [CH2:23]([O:25][C:26](=[O:35])[CH2:27][CH2:28][CH2:29][CH2:30][C:31]1[CH:14]=[C:13]([C:15]2[CH:20]=[CH:19][CH:18]=[CH:17][C:16]=2[O:21][CH3:22])[O:33][N:32]=1)[CH3:24]. The catalyst class is: 11. (3) Reactant: [NH2:1][C:2]1[CH:7]=[C:6]([F:8])[C:5]([Cl:9])=[CH:4][C:3]=1[NH:10][CH:11]1[CH2:16][CH2:15][N:14]([C:17]([O:19][C:20]([CH3:23])([CH3:22])[CH3:21])=[O:18])[CH2:13][CH2:12]1.[C:24](N1C=CN=C1)(N1C=CN=C1)=[O:25]. Product: [Cl:9][C:5]1[C:6]([F:8])=[CH:7][C:2]2[NH:1][C:24](=[O:25])[N:10]([CH:11]3[CH2:16][CH2:15][N:14]([C:17]([O:19][C:20]([CH3:23])([CH3:22])[CH3:21])=[O:18])[CH2:13][CH2:12]3)[C:3]=2[CH:4]=1. The catalyst class is: 7. (4) Reactant: [OH:1][C:2]1[CH:11]=[C:10]2[C:5]([CH2:6][CH2:7][C:8](=[O:12])[NH:9]2)=[CH:4][CH:3]=1.Cl[CH2:14][C:15]1[S:19][C:18]([C:20]2[CH:25]=[CH:24][C:23]([C:26]([F:29])([F:28])[F:27])=[CH:22][CH:21]=2)=[N:17][C:16]=1[CH3:30].C([O-])([O-])=O.[Cs+].[Cs+]. Product: [CH3:30][C:16]1[N:17]=[C:18]([C:20]2[CH:21]=[CH:22][C:23]([C:26]([F:29])([F:28])[F:27])=[CH:24][CH:25]=2)[S:19][C:15]=1[CH2:14][O:1][C:2]1[CH:11]=[C:10]2[C:5]([CH2:6][CH2:7][C:8](=[O:12])[NH:9]2)=[CH:4][CH:3]=1. The catalyst class is: 3.